This data is from Full USPTO retrosynthesis dataset with 1.9M reactions from patents (1976-2016). The task is: Predict the reactants needed to synthesize the given product. (1) Given the product [CH2:12]([O:9][C:4]1[C:5]([OH:8])=[N:6][CH:7]=[C:2]([Br:1])[CH:3]=1)[C:13]1[CH:18]=[CH:17][CH:16]=[CH:15][CH:14]=1, predict the reactants needed to synthesize it. The reactants are: [Br:1][C:2]1[CH:3]=[C:4]([OH:9])[C:5]([OH:8])=[N:6][CH:7]=1.[OH-].[Na+].[CH2:12](Br)[C:13]1[CH:18]=[CH:17][CH:16]=[CH:15][CH:14]=1. (2) Given the product [CH3:24][S:25]([O:14][CH2:13][C:10]1[CH2:9][CH:8]([CH2:7][N:1]2[CH2:6][CH2:5][O:4][CH2:3][CH2:2]2)[O:12][N:11]=1)(=[O:27])=[O:26], predict the reactants needed to synthesize it. The reactants are: [N:1]1([CH2:7][CH:8]2[O:12][N:11]=[C:10]([CH2:13][OH:14])[CH2:9]2)[CH2:6][CH2:5][O:4][CH2:3][CH2:2]1.C(N(C(C)C)CC)(C)C.[CH3:24][S:25](Cl)(=[O:27])=[O:26].O.